This data is from Reaction yield outcomes from USPTO patents with 853,638 reactions. The task is: Predict the reaction yield, written as a fraction of the theoretical maximum amount of product (1.0 means a 100% yield; for example, 0.34 means a 34% yield). (1) The reactants are Cl.[C:2]([CH:4]([NH:12][C:13]([C@@H:15]1[CH2:20][CH2:19][CH2:18][CH2:17][C@@H:16]1[NH:21][C:22]([C:24]1[N:25]([CH3:33])[C:26]2[C:31]([CH:32]=1)=[CH:30][CH:29]=[CH:28][CH:27]=2)=[O:23])=[O:14])[CH2:5][CH:6]1[CH2:11][CH2:10][NH:9][CH2:8][CH2:7]1)#[N:3].[C:34](OC(=O)C)(=[O:36])[CH3:35]. The catalyst is CN(C=O)C.CN(C1C=CN=CC=1)C. The product is [C:34]([N:9]1[CH2:10][CH2:11][CH:6]([CH2:5][CH:4]([NH:12][C:13]([C@@H:15]2[CH2:20][CH2:19][CH2:18][CH2:17][C@@H:16]2[NH:21][C:22]([C:24]2[N:25]([CH3:33])[C:26]3[C:31]([CH:32]=2)=[CH:30][CH:29]=[CH:28][CH:27]=3)=[O:23])=[O:14])[C:2]#[N:3])[CH2:7][CH2:8]1)(=[O:36])[CH3:35]. The yield is 0.330. (2) The reactants are [CH:1]1([C:4]2[CH:5]=[C:6]([C:14]([O:16]C)=[O:15])[CH:7]=[C:8]([CH:13]=2)[C:9]([O:11][CH3:12])=[O:10])[CH2:3][CH2:2]1.[OH-].[K+]. The catalyst is CO.C1COCC1. The product is [CH:1]1([C:4]2[CH:5]=[C:6]([C:14]([OH:16])=[O:15])[CH:7]=[C:8]([CH:13]=2)[C:9]([OH:11])=[O:10])[CH2:2][CH2:3]1.[CH:1]1([C:4]2[CH:5]=[C:6]([CH:7]=[C:8]([C:9]([O:11][CH3:12])=[O:10])[CH:13]=2)[C:14]([OH:16])=[O:15])[CH2:2][CH2:3]1. The yield is 0.120. (3) The reactants are [CH2:1]([N:8]1[CH:12]=[CH:11][C:10]([C:17]2[CH:22]=[C:21]([Cl:23])[CH:20]=[C:19]([Cl:24])[CH:18]=2)([C:13]([F:16])([F:15])[F:14])[CH2:9]1)[C:2]1[CH:7]=[CH:6][CH:5]=[CH:4][CH:3]=1.C(O)=O.[H][H]. The catalyst is CO.[Pt].C(OCC)(=O)C. The product is [CH2:1]([N:8]1[CH2:12][CH2:11][C:10]([C:17]2[CH:18]=[C:19]([Cl:24])[CH:20]=[C:21]([Cl:23])[CH:22]=2)([C:13]([F:16])([F:15])[F:14])[CH2:9]1)[C:2]1[CH:7]=[CH:6][CH:5]=[CH:4][CH:3]=1. The yield is 0.960. (4) The reactants are [OH:1][C@H:2]1[CH2:10][C:9]2[C:4](=[CH:5][CH:6]=[CH:7][CH:8]=2)[C@H:3]1[NH:11][C:12](=[O:18])[O:13][C:14]([CH3:17])([CH3:16])[CH3:15].[O:19]1[CH:24]=[CH:23][CH2:22][CH2:21][CH2:20]1. The catalyst is C(Cl)Cl.C(OCC)(=O)C.[NH+]1C=CC=CC=1.C1(C)C=CC(S([O-])(=O)=O)=CC=1. The product is [O:19]1[CH2:24][CH2:23][CH2:22][CH2:21][CH:20]1[O:1][C@H:2]1[CH2:10][C:9]2[C:4](=[CH:5][CH:6]=[CH:7][CH:8]=2)[C@H:3]1[NH:11][C:12](=[O:18])[O:13][C:14]([CH3:15])([CH3:17])[CH3:16]. The yield is 0.950.